This data is from NCI-60 drug combinations with 297,098 pairs across 59 cell lines. The task is: Regression. Given two drug SMILES strings and cell line genomic features, predict the synergy score measuring deviation from expected non-interaction effect. (1) Drug 1: CC1=C(C(CCC1)(C)C)C=CC(=CC=CC(=CC(=O)O)C)C. Drug 2: C(=O)(N)NO. Cell line: HT29. Synergy scores: CSS=8.93, Synergy_ZIP=-1.46, Synergy_Bliss=-1.06, Synergy_Loewe=0.397, Synergy_HSA=-1.61. (2) Cell line: MDA-MB-231. Drug 1: C1=NC(=NC(=O)N1C2C(C(C(O2)CO)O)O)N. Drug 2: CC1=C(N=C(N=C1N)C(CC(=O)N)NCC(C(=O)N)N)C(=O)NC(C(C2=CN=CN2)OC3C(C(C(C(O3)CO)O)O)OC4C(C(C(C(O4)CO)O)OC(=O)N)O)C(=O)NC(C)C(C(C)C(=O)NC(C(C)O)C(=O)NCCC5=NC(=CS5)C6=NC(=CS6)C(=O)NCCC[S+](C)C)O. Synergy scores: CSS=33.7, Synergy_ZIP=-10.7, Synergy_Bliss=-4.40, Synergy_Loewe=-0.549, Synergy_HSA=0.535. (3) Drug 1: CC1C(C(CC(O1)OC2CC(OC(C2O)C)OC3=CC4=CC5=C(C(=O)C(C(C5)C(C(=O)C(C(C)O)O)OC)OC6CC(C(C(O6)C)O)OC7CC(C(C(O7)C)O)OC8CC(C(C(O8)C)O)(C)O)C(=C4C(=C3C)O)O)O)O. Synergy scores: CSS=9.60, Synergy_ZIP=-0.00738, Synergy_Bliss=0.740, Synergy_Loewe=-45.7, Synergy_HSA=0.741. Cell line: UACC-257. Drug 2: CNC(=O)C1=NC=CC(=C1)OC2=CC=C(C=C2)NC(=O)NC3=CC(=C(C=C3)Cl)C(F)(F)F. (4) Drug 1: C1=CC(=C2C(=C1NCCNCCO)C(=O)C3=C(C=CC(=C3C2=O)O)O)NCCNCCO. Drug 2: CS(=O)(=O)CCNCC1=CC=C(O1)C2=CC3=C(C=C2)N=CN=C3NC4=CC(=C(C=C4)OCC5=CC(=CC=C5)F)Cl. Cell line: SK-MEL-2. Synergy scores: CSS=9.60, Synergy_ZIP=-9.67, Synergy_Bliss=-20.0, Synergy_Loewe=-55.0, Synergy_HSA=-22.4. (5) Drug 1: CN1C(=O)N2C=NC(=C2N=N1)C(=O)N. Drug 2: C1CN1C2=NC(=NC(=N2)N3CC3)N4CC4. Cell line: 786-0. Synergy scores: CSS=29.7, Synergy_ZIP=1.88, Synergy_Bliss=5.42, Synergy_Loewe=-21.6, Synergy_HSA=2.73. (6) Drug 1: C1=C(C(=O)NC(=O)N1)N(CCCl)CCCl. Drug 2: C#CCC(CC1=CN=C2C(=N1)C(=NC(=N2)N)N)C3=CC=C(C=C3)C(=O)NC(CCC(=O)O)C(=O)O. Cell line: MDA-MB-435. Synergy scores: CSS=-3.50, Synergy_ZIP=-2.37, Synergy_Bliss=-6.31, Synergy_Loewe=-9.81, Synergy_HSA=-7.44. (7) Drug 1: CC(CN1CC(=O)NC(=O)C1)N2CC(=O)NC(=O)C2. Drug 2: COC1=NC(=NC2=C1N=CN2C3C(C(C(O3)CO)O)O)N. Cell line: HOP-62. Synergy scores: CSS=17.0, Synergy_ZIP=-0.461, Synergy_Bliss=9.54, Synergy_Loewe=1.85, Synergy_HSA=7.30. (8) Drug 1: CC1=C2C(C(=O)C3(C(CC4C(C3C(C(C2(C)C)(CC1OC(=O)C(C(C5=CC=CC=C5)NC(=O)C6=CC=CC=C6)O)O)OC(=O)C7=CC=CC=C7)(CO4)OC(=O)C)O)C)OC(=O)C. Drug 2: CC1C(C(CC(O1)OC2CC(OC(C2O)C)OC3=CC4=CC5=C(C(=O)C(C(C5)C(C(=O)C(C(C)O)O)OC)OC6CC(C(C(O6)C)O)OC7CC(C(C(O7)C)O)OC8CC(C(C(O8)C)O)(C)O)C(=C4C(=C3C)O)O)O)O. Cell line: SN12C. Synergy scores: CSS=63.4, Synergy_ZIP=-1.22, Synergy_Bliss=2.88, Synergy_Loewe=2.84, Synergy_HSA=2.33. (9) Cell line: HCC-2998. Synergy scores: CSS=2.81, Synergy_ZIP=-3.62, Synergy_Bliss=-8.33, Synergy_Loewe=3.73, Synergy_HSA=-7.12. Drug 1: CC1=C(C(=CC=C1)Cl)NC(=O)C2=CN=C(S2)NC3=CC(=NC(=N3)C)N4CCN(CC4)CCO. Drug 2: C(CN)CNCCSP(=O)(O)O.